Dataset: NCI-60 drug combinations with 297,098 pairs across 59 cell lines. Task: Regression. Given two drug SMILES strings and cell line genomic features, predict the synergy score measuring deviation from expected non-interaction effect. (1) Drug 1: C1=CN(C(=O)N=C1N)C2C(C(C(O2)CO)O)O.Cl. Drug 2: C1C(C(OC1N2C=NC3=C2NC=NCC3O)CO)O. Cell line: SF-268. Synergy scores: CSS=1.49, Synergy_ZIP=-2.70, Synergy_Bliss=-0.391, Synergy_Loewe=-5.97, Synergy_HSA=-1.42. (2) Drug 1: C1=CN(C=N1)CC(O)(P(=O)(O)O)P(=O)(O)O. Drug 2: CC1C(C(CC(O1)OC2CC(CC3=C2C(=C4C(=C3O)C(=O)C5=CC=CC=C5C4=O)O)(C(=O)C)O)N)O. Cell line: NCI/ADR-RES. Synergy scores: CSS=13.7, Synergy_ZIP=-5.54, Synergy_Bliss=1.08, Synergy_Loewe=-30.1, Synergy_HSA=-0.434. (3) Drug 1: C1CC(=O)NC(=O)C1N2CC3=C(C2=O)C=CC=C3N. Drug 2: CCC(=C(C1=CC=CC=C1)C2=CC=C(C=C2)OCCN(C)C)C3=CC=CC=C3.C(C(=O)O)C(CC(=O)O)(C(=O)O)O. Cell line: MALME-3M. Synergy scores: CSS=-2.14, Synergy_ZIP=1.16, Synergy_Bliss=-1.59, Synergy_Loewe=-2.33, Synergy_HSA=-3.25. (4) Drug 1: CC(C1=C(C=CC(=C1Cl)F)Cl)OC2=C(N=CC(=C2)C3=CN(N=C3)C4CCNCC4)N. Drug 2: C1=CC(=CC=C1CCCC(=O)O)N(CCCl)CCCl. Cell line: CAKI-1. Synergy scores: CSS=46.4, Synergy_ZIP=1.87, Synergy_Bliss=2.49, Synergy_Loewe=-2.94, Synergy_HSA=5.68. (5) Drug 1: C1=CC(=CC=C1CCCC(=O)O)N(CCCl)CCCl. Drug 2: CC1=C2C(C(=O)C3(C(CC4C(C3C(C(C2(C)C)(CC1OC(=O)C(C(C5=CC=CC=C5)NC(=O)OC(C)(C)C)O)O)OC(=O)C6=CC=CC=C6)(CO4)OC(=O)C)O)C)O. Cell line: ACHN. Synergy scores: CSS=48.2, Synergy_ZIP=-3.25, Synergy_Bliss=-0.132, Synergy_Loewe=-1.54, Synergy_HSA=1.68. (6) Drug 1: CN(CCCl)CCCl.Cl. Drug 2: B(C(CC(C)C)NC(=O)C(CC1=CC=CC=C1)NC(=O)C2=NC=CN=C2)(O)O. Cell line: SF-295. Synergy scores: CSS=40.0, Synergy_ZIP=-2.26, Synergy_Bliss=1.66, Synergy_Loewe=-7.62, Synergy_HSA=1.33.